This data is from Forward reaction prediction with 1.9M reactions from USPTO patents (1976-2016). The task is: Predict the product of the given reaction. (1) Given the reactants [NH2:1][C:2]1[C:3]([F:34])=[C:4]([CH:29]=[CH:30][C:31]=1[C:32]#[N:33])[C:5]([NH:7][C:8]1[C:13]([C:14]([F:17])([F:16])[F:15])=[CH:12][C:11]([C:18]([F:27])([C:23]([F:26])([F:25])[F:24])[C:19]([F:22])([F:21])[F:20])=[CH:10][C:9]=1[Br:28])=[O:6].[Cl:35][C:36]1[CH:44]=[CH:43][C:39]([C:40](Cl)=[O:41])=[CH:38][N:37]=1.O.C(OCC)(=O)C, predict the reaction product. The product is: [Br:28][C:9]1[CH:10]=[C:11]([C:18]([F:27])([C:19]([F:20])([F:21])[F:22])[C:23]([F:24])([F:25])[F:26])[CH:12]=[C:13]([C:14]([F:16])([F:17])[F:15])[C:8]=1[NH:7][C:5]([C:4]1[C:3]([F:34])=[C:2]([NH:1][C:40](=[O:41])[C:39]2[CH:43]=[CH:44][C:36]([Cl:35])=[N:37][CH:38]=2)[C:31]([C:32]#[N:33])=[CH:30][CH:29]=1)=[O:6]. (2) The product is: [CH:28]([N:16]1[C:15](=[O:31])[C:14]2[N:8]3[CH2:7][CH2:6][C:5]4[CH:4]=[C:3]([O:37][CH3:38])[C:2]([C:41]5[CH:40]=[N:39][CH:44]=[CH:43][CH:42]=5)=[CH:11][C:10]=4[C:9]3=[C:12]([C:32]3[S:33][CH:34]=[CH:35][CH:36]=3)[C:13]=2[CH2:20][N:19]([C:21]([O:23][C:24]([CH3:27])([CH3:26])[CH3:25])=[O:22])[CH2:18][CH2:17]1)([CH3:30])[CH3:29]. Given the reactants Br[C:2]1[C:3]([O:37][CH3:38])=[CH:4][C:5]2[CH2:6][CH2:7][N:8]3[C:14]4[C:15](=[O:31])[N:16]([CH:28]([CH3:30])[CH3:29])[CH2:17][CH2:18][N:19]([C:21]([O:23][C:24]([CH3:27])([CH3:26])[CH3:25])=[O:22])[CH2:20][C:13]=4[C:12]([C:32]4[S:33][CH:34]=[CH:35][CH:36]=4)=[C:9]3[C:10]=2[CH:11]=1.[N:39]1[CH:44]=[CH:43][CH:42]=[C:41](B(O)O)[CH:40]=1.C([O-])([O-])=O.[K+].[K+], predict the reaction product. (3) Given the reactants [CH2:1]([O:8][C:9]1[CH:10]=[CH:11][C:12]([N+:19]([O-:21])=[O:20])=[C:13]([CH2:15][C:16](O)=[O:17])[CH:14]=1)[C:2]1[CH:7]=[CH:6][CH:5]=[CH:4][CH:3]=1.C[N:23](C(ON1N=NC2C=CC(Cl)=CC1=2)=[N+](C)C)C.F[P-](F)(F)(F)(F)F.ClC1C=CC2N=NN(O)C=2C=1.C(N(C(C)C)CC)(C)C.C(=O)([O-])[O-].[Na+].[Na+], predict the reaction product. The product is: [CH2:1]([O:8][C:9]1[CH:10]=[CH:11][C:12]([N+:19]([O-:21])=[O:20])=[C:13]([CH2:15][C:16]([NH2:23])=[O:17])[CH:14]=1)[C:2]1[CH:7]=[CH:6][CH:5]=[CH:4][CH:3]=1. (4) Given the reactants C([O:8][C:9]1[CH:14]=[C:13]([F:15])[C:12]([Cl:16])=[CH:11][C:10]=1[C:17]1[N:21](COCC[Si](C)(C)C)[N:20]=[C:19]([CH3:30])[C:18]=1[C:31]1[CH:36]=[CH:35][C:34]([O:37][CH3:38])=[CH:33][CH:32]=1)C1C=CC=CC=1.B(Cl)(Cl)Cl.C([O-])(O)=O.[Na+], predict the reaction product. The product is: [Cl:16][C:12]1[C:13]([F:15])=[CH:14][C:9]([OH:8])=[C:10]([C:17]2[NH:21][N:20]=[C:19]([CH3:30])[C:18]=2[C:31]2[CH:32]=[CH:33][C:34]([O:37][CH3:38])=[CH:35][CH:36]=2)[CH:11]=1.